Dataset: Catalyst prediction with 721,799 reactions and 888 catalyst types from USPTO. Task: Predict which catalyst facilitates the given reaction. Reactant: [CH3:1][N:2]1[C:6]2=[N:7][CH:8]=[C:9]([N+:12]([O-])=O)[C:10]([CH3:11])=[C:5]2[C:4]([C:15]2[CH2:22][C:19]3([CH2:21][CH2:20]3)[N:18]([C:23]([O:25][C:26]([CH3:29])([CH3:28])[CH3:27])=[O:24])[CH2:17][CH:16]=2)=[CH:3]1.CCOC(C)=O. Product: [NH2:12][C:9]1[C:10]([CH3:11])=[C:5]2[C:4]([CH:15]3[CH2:22][C:19]4([CH2:20][CH2:21]4)[N:18]([C:23]([O:25][C:26]([CH3:27])([CH3:28])[CH3:29])=[O:24])[CH2:17][CH2:16]3)=[CH:3][N:2]([CH3:1])[C:6]2=[N:7][CH:8]=1. The catalyst class is: 19.